This data is from Forward reaction prediction with 1.9M reactions from USPTO patents (1976-2016). The task is: Predict the product of the given reaction. (1) Given the reactants [F:1][C:2]1[CH:7]=[CH:6][CH:5]=[CH:4][C:3]=1B(O)O.Cl[C:12]1[C:13]([N:18]2[CH2:23][CH2:22][N:21]([CH2:24][C:25]3[C:26]([CH3:31])=[N:27][N:28]([CH3:30])[CH:29]=3)[CH2:20][CH2:19]2)=[N:14][CH:15]=[CH:16][N:17]=1.O.C(=O)([O-])[O-].[K+].[K+], predict the reaction product. The product is: [CH3:30][N:28]1[CH:29]=[C:25]([CH2:24][N:21]2[CH2:20][CH2:19][N:18]([C:13]3[C:12]([C:3]4[CH:4]=[CH:5][CH:6]=[CH:7][C:2]=4[F:1])=[N:17][CH:16]=[CH:15][N:14]=3)[CH2:23][CH2:22]2)[C:26]([CH3:31])=[N:27]1. (2) Given the reactants ClC1C=C(C=CC=1)C(OO)=O.[CH2:12]([C:16]1[N:17]([CH2:29][CH2:30][CH2:31][C:32](=[O:34])[CH3:33])[C:18]2[C:27]3[N:26]=[CH:25][CH:24]=[CH:23][C:22]=3[N:21]=[CH:20][C:19]=2[N:28]=1)[CH2:13][CH2:14][CH3:15].[OH-].[NH4+:36].C1(C)C=CC(S(Cl)(=O)=O)=CC=1, predict the reaction product. The product is: [NH2:36][C:20]1[C:19]2[N:28]=[C:16]([CH2:12][CH2:13][CH2:14][CH3:15])[N:17]([CH2:29][CH2:30][CH2:31][C:32](=[O:34])[CH3:33])[C:18]=2[C:27]2[N:26]=[CH:25][CH:24]=[CH:23][C:22]=2[N:21]=1. (3) The product is: [CH2:4]([C:2]1[CH:3]=[CH:4][C:5]([N:8]2[CH2:9][CH2:10][NH:11][CH2:12][CH2:13]2)=[CH:6][CH:7]=1)[CH2:3][CH2:2][CH2:7][CH3:6]. Given the reactants Br[C:2]1[CH:7]=[CH:6][C:5]([N:8]2[CH2:13][CH2:12][N:11](S(C3(C(OC)=O)CCN(CCOC)CC3)(=O)=O)[CH2:10][CH2:9]2)=[CH:4][CH:3]=1.P([O-])([O-])([O-])=O.[K+].[K+].[K+].ClCCl, predict the reaction product. (4) Given the reactants [C:1]1([C:13]2[CH:18]=[CH:17][CH:16]=[CH:15][CH:14]=2)[CH:6]=[CH:5][C:4]([NH:7][C:8](=[O:12])[C:9](Cl)=[O:10])=[CH:3][CH:2]=1.Cl.[Br:20][C:21]1[CH:26]=[CH:25][CH:24]=[CH:23][C:22]=1[C:27]([N:29]1[CH2:34][CH2:33][NH:32][CH2:31][CH2:30]1)=[O:28].BrC1C=CC=CC=1C(O)=O.CCN(C(C)C)C(C)C, predict the reaction product. The product is: [C:1]1([C:13]2[CH:18]=[CH:17][CH:16]=[CH:15][CH:14]=2)[CH:6]=[CH:5][C:4]([NH:7][C:8](=[O:12])[C:9]([N:32]2[CH2:31][CH2:30][N:29]([C:27](=[O:28])[C:22]3[CH:23]=[CH:24][CH:25]=[CH:26][C:21]=3[Br:20])[CH2:34][CH2:33]2)=[O:10])=[CH:3][CH:2]=1. (5) Given the reactants [F:1][C:2]1[CH:3]=[C:4]([C@@H:9]2[CH2:13][NH:12][CH2:11][C@H:10]2[NH:14][C:15](=[O:21])[O:16][C:17]([CH3:20])([CH3:19])[CH3:18])[CH:5]=[CH:6][C:7]=1[F:8].Br[CH2:23][CH2:24][OH:25].CCN(C(C)C)C(C)C, predict the reaction product. The product is: [F:1][C:2]1[CH:3]=[C:4]([C@@H:9]2[CH2:13][N:12]([CH2:23][CH2:24][OH:25])[CH2:11][C@H:10]2[NH:14][C:15](=[O:21])[O:16][C:17]([CH3:18])([CH3:20])[CH3:19])[CH:5]=[CH:6][C:7]=1[F:8]. (6) Given the reactants Br[CH2:2][CH2:3][O:4][C:5]1[CH:6]=[C:7]([CH:13]=[CH:14][CH:15]=1)[C:8]([O:10][CH2:11][CH3:12])=[O:9].C(=O)([O-])[O-].[K+].[K+].[F:22][C:23]1([F:28])[CH2:27][CH2:26][NH:25][CH2:24]1, predict the reaction product. The product is: [F:22][C:23]1([F:28])[CH2:27][CH2:26][N:25]([CH2:2][CH2:3][O:4][C:5]2[CH:6]=[C:7]([CH:13]=[CH:14][CH:15]=2)[C:8]([O:10][CH2:11][CH3:12])=[O:9])[CH2:24]1.